This data is from Reaction yield outcomes from USPTO patents with 853,638 reactions. The task is: Predict the reaction yield, written as a fraction of the theoretical maximum amount of product (1.0 means a 100% yield; for example, 0.34 means a 34% yield). The reactants are C(ON=O)(C)(C)C.[Cl:8][C:9]([Cl:11])=[CH2:10].[Cl:12][C:13]1[C:14](N)=[C:15]2[C:20](=[CH:21][CH:22]=1)[N:19]=[CH:18][C:17]([CH3:23])=[N:16]2.[NH4+].[Cl-:26]. The yield is 0.560. The catalyst is C(#N)C.[Cu](Cl)Cl.CCOC(C)=O. The product is [Cl:12][C:13]1[C:14]([CH2:10][C:9]([Cl:26])([Cl:11])[Cl:8])=[C:15]2[C:20]([N:19]=[CH:18][C:17]([CH3:23])=[N:16]2)=[CH:21][CH:22]=1.